Dataset: Reaction yield outcomes from USPTO patents with 853,638 reactions. Task: Predict the reaction yield, written as a fraction of the theoretical maximum amount of product (1.0 means a 100% yield; for example, 0.34 means a 34% yield). (1) The reactants are [F:1][C:2]([F:13])([F:12])[C:3](O[C:3](=O)[C:2]([F:13])([F:12])[F:1])=O.N12CCCN=C1CCCCC2.[C:25]([C:28]1[S:29][CH:30]=[C:31]([C:34]([O:36][CH3:37])=[O:35])[C:32]=1[OH:33])(=[O:27])[CH3:26].Cl. The catalyst is N1C=CC=CC=1. The product is [O:27]=[C:25]1[CH:26]=[C:3]([C:2]([F:13])([F:12])[F:1])[O:33][C:32]2[C:31]([C:34]([O:36][CH3:37])=[O:35])=[CH:30][S:29][C:28]1=2. The yield is 0.220. (2) The reactants are [CH3:1][C:2]1[CH:7]=[CH:6][C:5]([Mg]Br)=[CH:4][CH:3]=1.[Al+3:10].[Cl-].[Cl-].[Cl-]. No catalyst specified. The product is [CH3:1][C:2]1[CH:7]=[CH:6][C:5]([Al:10]([C:5]2[CH:6]=[CH:7][C:2]([CH3:1])=[CH:3][CH:4]=2)[C:5]2[CH:6]=[CH:7][C:2]([CH3:1])=[CH:3][CH:4]=2)=[CH:4][CH:3]=1. The yield is 0.720. (3) The reactants are C(O[C:4](=[O:21])[C:5](=[CH:11][NH:12][C:13]1[CH:18]=[CH:17][CH:16]=[C:15]([CH2:19][CH3:20])[N:14]=1)[C:6]([O:8][CH2:9][CH3:10])=[O:7])C. The catalyst is C1(OC2C=CC=CC=2)C=CC=CC=1. The product is [CH2:9]([O:8][C:6]([C:5]1[C:4](=[O:21])[C:18]2[C:13](=[N:14][C:15]([CH2:19][CH3:20])=[CH:16][CH:17]=2)[NH:12][CH:11]=1)=[O:7])[CH3:10]. The yield is 0.790. (4) The reactants are [CH3:1][O:2][C:3]([C:5]1[C:10]([I:11])=[C:9](Cl)[N:8]=[C:7]([Cl:13])[N:6]=1)=[O:4].[NH3:14]. The catalyst is CS(C)=O. The product is [CH3:1][O:2][C:3]([C:5]1[C:10]([I:11])=[C:9]([NH2:14])[N:8]=[C:7]([Cl:13])[N:6]=1)=[O:4]. The yield is 0.890.